Predict which catalyst facilitates the given reaction. From a dataset of Catalyst prediction with 721,799 reactions and 888 catalyst types from USPTO. (1) Reactant: [NH2:1][C:2]1[C:7]([C:8]([C:10]2[CH:15]=[C:14]([F:16])[CH:13]=[CH:12][C:11]=2[O:17][CH3:18])=[O:9])=[CH:6][N:5]=[C:4]([NH:19][CH:20]2[CH2:25][CH2:24][NH:23][CH2:22][CH2:21]2)[N:3]=1.FC(F)(F)C(O)=O.C(N(CC)CC)C.Cl[C:41]([O:43][CH3:44])=[O:42]. Product: [CH3:44][O:43][C:41]([N:23]1[CH2:22][CH2:21][CH:20]([NH:19][C:4]2[N:3]=[C:2]([NH2:1])[C:7]([C:8](=[O:9])[C:10]3[CH:15]=[C:14]([F:16])[CH:13]=[CH:12][C:11]=3[O:17][CH3:18])=[CH:6][N:5]=2)[CH2:25][CH2:24]1)=[O:42]. The catalyst class is: 4. (2) Reactant: [CH:1]([O:4][S:5]([CH:8]=[CH2:9])(=[O:7])=[O:6])([CH3:3])[CH3:2].[CH:10]([Si:13]([CH:22]([CH3:24])[CH3:23])([CH:19]([CH3:21])[CH3:20])[O:14][CH2:15][CH2:16][CH2:17][NH2:18])([CH3:12])[CH3:11]. Product: [CH:1]([O:4][S:5](=[O:7])(=[O:6])[CH2:8][CH2:9][NH:18][CH2:17][CH2:16][CH2:15][O:14][Si:13]([CH:22]([CH3:24])[CH3:23])([CH:10]([CH3:12])[CH3:11])[CH:19]([CH3:21])[CH3:20])([CH3:3])[CH3:2]. The catalyst class is: 5. (3) Reactant: [CH2:1]([O:5][CH:6]([O:8][NH:9][C:10]([C:12]1[S:16][C:15]2[CH:17]=[C:18]([CH2:21][OH:22])[CH:19]=[CH:20][C:14]=2[CH:13]=1)=[O:11])[CH3:7])[CH:2]([CH3:4])[CH3:3]. Product: [CH2:1]([O:5][CH:6]([O:8][NH:9][C:10]([C:12]1[S:16][C:15]2[CH:17]=[C:18]([CH:21]=[O:22])[CH:19]=[CH:20][C:14]=2[CH:13]=1)=[O:11])[CH3:7])[CH:2]([CH3:4])[CH3:3]. The catalyst class is: 177. (4) Reactant: [K+].[C:2]([C:4]1[N:5]=[C:6]([C:17]([O-:19])=O)[N:7]([CH2:9][O:10][CH2:11][CH2:12][Si:13]([CH3:16])([CH3:15])[CH3:14])[CH:8]=1)#[N:3].CCN(C(C)C)C(C)C.C1CN([P+](Br)(N2CCCC2)N2CCCC2)CC1.F[P-](F)(F)(F)(F)F.[C:53]([O:57][C:58]([N:60]1[CH2:65][CH2:64][CH:63]([C:66]2[CH:71]=[CH:70][C:69]([NH2:72])=[C:68]([C:73]3[CH2:78][CH2:77][CH2:76][CH2:75][CH:74]=3)[N:67]=2)[CH2:62][CH2:61]1)=[O:59])([CH3:56])([CH3:55])[CH3:54]. Product: [C:53]([O:57][C:58]([N:60]1[CH2:65][CH2:64][CH:63]([C:66]2[CH:71]=[CH:70][C:69]([NH:72][C:17]([C:6]3[N:7]([CH2:9][O:10][CH2:11][CH2:12][Si:13]([CH3:14])([CH3:15])[CH3:16])[CH:8]=[C:4]([C:2]#[N:3])[N:5]=3)=[O:19])=[C:68]([C:73]3[CH2:78][CH2:77][CH2:76][CH2:75][CH:74]=3)[N:67]=2)[CH2:62][CH2:61]1)=[O:59])([CH3:56])([CH3:54])[CH3:55]. The catalyst class is: 91. (5) Product: [C:23]([N:20]1[CH2:21][CH2:22][CH:17]([C:11]2[NH:12][C:13](=[O:16])[C:14]3[O:15][C:6]4[CH:5]=[CH:4][C:3]([Br:2])=[CH:8][C:7]=4[C:9]=3[N:10]=2)[CH2:18][CH2:19]1)(=[O:25])[CH3:24]. The catalyst class is: 3. Reactant: Cl.[Br:2][C:3]1[CH:4]=[CH:5][C:6]2[O:15][C:14]3[C:13](=[O:16])[NH:12][C:11]([CH:17]4[CH2:22][CH2:21][NH:20][CH2:19][CH2:18]4)=[N:10][C:9]=3[C:7]=2[CH:8]=1.[C:23](O)(=[O:25])[CH3:24].C(N(CC)CC)C.CN(C(ON1N=NC2C=CC=NC1=2)=[N+](C)C)C.F[P-](F)(F)(F)(F)F.